This data is from Forward reaction prediction with 1.9M reactions from USPTO patents (1976-2016). The task is: Predict the product of the given reaction. (1) Given the reactants Br[C:2]1[CH:3]=[CH:4][C:5]([NH2:8])=[N:6][CH:7]=1.C(=O)([O-])[O-].[K+].[K+].[CH3:15][CH2:16]O, predict the reaction product. The product is: [CH:15]([C:2]1[CH:3]=[CH:4][C:5]([NH2:8])=[N:6][CH:7]=1)=[CH2:16]. (2) Given the reactants [OH:1][C:2]1[CH:7]=[C:6]([OH:8])[N:5]=[C:4]([SH:9])[N:3]=1.CN1C(=O)CCC1.[CH2:17](Br)[C:18]1[CH:23]=[CH:22][CH:21]=[CH:20][CH:19]=1.Cl, predict the reaction product. The product is: [C:18]1([CH2:17][S:9][C:4]2[N:5]=[C:6]([OH:8])[CH:7]=[C:2]([OH:1])[N:3]=2)[CH:23]=[CH:22][CH:21]=[CH:20][CH:19]=1. (3) Given the reactants CN(C)/[CH:3]=[C:4](\[C:13]1[CH:18]=[CH:17][C:16]([CH3:19])=[CH:15][CH:14]=1)/[C:5]([C:7]1[CH:12]=[CH:11][CH:10]=[CH:9][CH:8]=1)=O.[C:21]([CH2:23][C:24]([NH2:26])=[O:25])#[N:22].CO.[H-].[Na+], predict the reaction product. The product is: [OH:25][C:24]1[N:26]=[C:5]([C:7]2[CH:8]=[CH:9][CH:10]=[CH:11][CH:12]=2)[C:4]([C:13]2[CH:14]=[CH:15][C:16]([CH3:19])=[CH:17][CH:18]=2)=[CH:3][C:23]=1[C:21]#[N:22]. (4) Given the reactants [CH2:1]([N:3]1[C:14](=[O:15])[C:12]2[N:13]3[C:8](=[CH:9][C:10](=[O:18])[C:11]=2[O:16][CH3:17])[CH2:7][CH2:6][CH:5]3[CH:4]1[OH:19])[CH3:2].[H-].[Na+].[CH3:22]I, predict the reaction product. The product is: [CH2:1]([N:3]1[C:14](=[O:15])[C:12]2[N:13]3[C:8](=[CH:9][C:10](=[O:18])[C:11]=2[O:16][CH3:17])[CH2:7][CH2:6][C@H:5]3[C@@H:4]1[O:19][CH3:22])[CH3:2].[CH2:1]([N:3]1[C:14](=[O:15])[C:12]2[N:13]3[C:8](=[CH:9][C:10](=[O:18])[C:11]=2[O:16][CH3:17])[CH2:7][CH2:6][C@@H:5]3[C@@H:4]1[O:19][CH3:22])[CH3:2]. (5) Given the reactants [C:1]([O:5][C:6]([NH:8][C:9]1[C:18]2[C:13](=[CH:14][CH:15]=[CH:16][CH:17]=2)[C:12]([O:19][C:20]2[CH:25]=[CH:24][N:23]=[C:22]([NH:26][C:27]3[CH:36]=[CH:35][C:30]([C:31]([O:33]C)=[O:32])=[C:29]([O:37][CH3:38])[CH:28]=3)[CH:21]=2)=[CH:11][CH:10]=1)=[O:7])([CH3:4])([CH3:3])[CH3:2].[Li+].[OH-].[ClH:41], predict the reaction product. The product is: [ClH:41].[C:1]([O:5][C:6]([NH:8][C:9]1[C:18]2[C:13](=[CH:14][CH:15]=[CH:16][CH:17]=2)[C:12]([O:19][C:20]2[CH:25]=[CH:24][N:23]=[C:22]([NH:26][C:27]3[CH:36]=[CH:35][C:30]([C:31]([OH:33])=[O:32])=[C:29]([O:37][CH3:38])[CH:28]=3)[CH:21]=2)=[CH:11][CH:10]=1)=[O:7])([CH3:4])([CH3:3])[CH3:2]. (6) Given the reactants [CH:1]1([O:5][C:6]2[CH:7]=[CH:8][C:9]([N+:32]([O-])=O)=[C:10]([C:12]3[CH:13]=[C:14]([CH:29]=[CH:30][N:31]=3)[C:15]([NH:17][CH2:18][C:19]3[CH:24]=[CH:23][CH:22]=[C:21]([C:25]([F:28])([F:27])[F:26])[CH:20]=3)=[O:16])[CH:11]=2)[CH2:4][CH2:3][CH2:2]1, predict the reaction product. The product is: [NH2:32][C:9]1[CH:8]=[CH:7][C:6]([O:5][CH:1]2[CH2:2][CH2:3][CH2:4]2)=[CH:11][C:10]=1[C:12]1[CH:13]=[C:14]([CH:29]=[CH:30][N:31]=1)[C:15]([NH:17][CH2:18][C:19]1[CH:24]=[CH:23][CH:22]=[C:21]([C:25]([F:26])([F:27])[F:28])[CH:20]=1)=[O:16]. (7) Given the reactants [F:1][C:2]1[CH:3]=[C:4]([C:8]2[N:12]=[C:11]([CH:13]3[CH2:18][CH:17]([C:19]4[CH:24]=[CH:23][C:22]([C:25]([F:28])([F:27])[F:26])=[CH:21][CH:20]=4)[CH2:16][N:15](C(OC(C)(C)C)=O)[CH2:14]3)[O:10][N:9]=2)[CH:5]=[CH:6][CH:7]=1.FC(F)(F)C(O)=O, predict the reaction product. The product is: [F:1][C:2]1[CH:3]=[C:4]([C:8]2[N:12]=[C:11]([CH:13]3[CH2:18][CH:17]([C:19]4[CH:24]=[CH:23][C:22]([C:25]([F:28])([F:26])[F:27])=[CH:21][CH:20]=4)[CH2:16][NH:15][CH2:14]3)[O:10][N:9]=2)[CH:5]=[CH:6][CH:7]=1.